From a dataset of Reaction yield outcomes from USPTO patents with 853,638 reactions. Predict the reaction yield, written as a fraction of the theoretical maximum amount of product (1.0 means a 100% yield; for example, 0.34 means a 34% yield). (1) The product is [CH3:7][C:6]1([CH3:8])[C:2]([CH3:19])([CH3:1])[O:3][B:4]([C:9]2[CH:10]=[CH:11][C:12]([CH2:7][CH2:6][C:2]([O:23][CH2:22][CH:21]([CH3:24])[CH3:20])=[O:3])=[CH:13][CH:14]=2)[O:5]1. The yield is 0.670. The reactants are [CH3:1][C:2]1([CH3:19])[C:6]([CH3:8])([CH3:7])[O:5][B:4]([C:9]2[CH:14]=[CH:13][C:12](CC(O)=O)=[CH:11][CH:10]=2)[O:3]1.[CH3:20][CH:21]([CH3:24])[CH2:22][OH:23]. The catalyst is C(O)C. (2) The reactants are [C:1]([O:5][C:6]([N:8]1[CH2:13][CH2:12][CH:11]([C:14]2[CH:19]=[C:18]([CH3:20])[C:17]([C:21]([O:23]C)=[O:22])=[CH:16][C:15]=2[S:25]([CH3:28])(=[O:27])=[O:26])[CH2:10][CH2:9]1)=[O:7])([CH3:4])([CH3:3])[CH3:2].O.[OH-].[Li+]. No catalyst specified. The product is [C:1]([O:5][C:6]([N:8]1[CH2:9][CH2:10][CH:11]([C:14]2[CH:19]=[C:18]([CH3:20])[C:17]([C:21]([OH:23])=[O:22])=[CH:16][C:15]=2[S:25]([CH3:28])(=[O:27])=[O:26])[CH2:12][CH2:13]1)=[O:7])([CH3:3])([CH3:4])[CH3:2]. The yield is 0.860. (3) The reactants are Cl.[NH2:2][C@H:3]([C:20]([O:22][CH2:23][C:24]1[CH:29]=[CH:28][CH:27]=[CH:26][CH:25]=1)=[O:21])[CH2:4][CH2:5][CH2:6][CH2:7][NH:8][C:9]([O:11][CH2:12][C:13]1[CH:19]=[CH:18][CH:17]=[CH:16][C:14]=1[Cl:15])=[O:10].[NH:30]([C:36]([O:38][C:39]([CH3:42])([CH3:41])[CH3:40])=[O:37])[C@H:31]([C:33](O)=[O:34])[CH3:32].ON1C2C=CC=CC=2N=N1.C1(N=C=NC2CCCCC2)CCCCC1. The catalyst is O1CCCC1.C(Cl)(Cl)Cl.CO. The product is [NH:30]([C:36]([O:38][C:39]([CH3:40])([CH3:42])[CH3:41])=[O:37])[C@H:31]([C:33]([NH:2][C@H:3]([C:20]([O:22][CH2:23][C:24]1[CH:29]=[CH:28][CH:27]=[CH:26][CH:25]=1)=[O:21])[CH2:4][CH2:5][CH2:6][CH2:7][NH:8][C:9]([O:11][CH2:12][C:13]1[CH:19]=[CH:18][CH:17]=[CH:16][C:14]=1[Cl:15])=[O:10])=[O:34])[CH3:32]. The yield is 0.980. (4) The reactants are I[C:2]1[C:7]([CH3:8])=[CH:6][C:5]([NH:9][C:10]([CH:12]2[CH:16]([C:17]3[CH:22]=[CH:21][CH:20]=[C:19]([Cl:23])[C:18]=3[F:24])[C:15]([C:27]3[CH:32]=[CH:31][C:30]([Cl:33])=[CH:29][C:28]=3[F:34])([C:25]#[N:26])[CH:14]([CH2:35][C:36]([CH3:39])([CH3:38])[CH3:37])[NH:13]2)=[O:11])=[C:4]([CH3:40])[CH:3]=1.O.[C:42](=O)([O-:44])[O-:43].[K+].[K+].[C]=O. The catalyst is CN(C=O)C.C([O-])(=O)C.[Pd+2].C([O-])(=O)C. The product is [Cl:33][C:30]1[CH:31]=[CH:32][C:27]([C@@:15]2([C:25]#[N:26])[C@H:14]([CH2:35][C:36]([CH3:39])([CH3:38])[CH3:37])[NH:13][C@@H:12]([C:10]([NH:9][C:5]3[C:4]([CH3:40])=[CH:3][C:2]([C:42]([OH:44])=[O:43])=[C:7]([CH3:8])[CH:6]=3)=[O:11])[C@@H:16]2[C:17]2[CH:22]=[CH:21][CH:20]=[C:19]([Cl:23])[C:18]=2[F:24])=[C:28]([F:34])[CH:29]=1. The yield is 0.350. (5) The reactants are [F:1][C@@H:2]1[CH2:7][CH2:6][N:5](C(OCC2C=CC=CC=2)=O)[CH2:4][C@@H:3]1[NH:18][C:19]1[CH:24]=[N:23][CH:22]=[C:21]([C:25]2[CH:26]=[N:27][N:28]3[CH:33]=[CH:32][CH:31]=[CH:30][C:29]=23)[N:20]=1.Cl.O. The catalyst is CO. The product is [F:1][C@@H:2]1[CH2:7][CH2:6][NH:5][CH2:4][C@@H:3]1[NH:18][C:19]1[CH:24]=[N:23][CH:22]=[C:21]([C:25]2[CH:26]=[N:27][N:28]3[CH:33]=[CH:32][CH:31]=[CH:30][C:29]=23)[N:20]=1. The yield is 0.950. (6) The reactants are [CH3:1][O:2][C:3](=[O:29])[C@H:4]([CH2:13][C:14]1[CH:19]=[CH:18][C:17]([C:20]2[C:21](=[O:28])[N:22]([CH3:27])[CH:23]=[CH:24][C:25]=2[CH3:26])=[CH:16][CH:15]=1)[NH:5]C(OC(C)(C)C)=O.[ClH:30]. The catalyst is O1CCOCC1. The product is [ClH:30].[CH3:1][O:2][C:3](=[O:29])[C@H:4]([CH2:13][C:14]1[CH:15]=[CH:16][C:17]([C:20]2[C:21](=[O:28])[N:22]([CH3:27])[CH:23]=[CH:24][C:25]=2[CH3:26])=[CH:18][CH:19]=1)[NH2:5]. The yield is 0.990. (7) The reactants are [F:1][C:2]([F:13])([F:12])[C:3]1[CH:4]=[C:5]([CH:7]=[CH:8][C:9]=1[C:10]#[N:11])[NH2:6].[C:14]1(=O)[O:19][C:17](=[O:18])[CH:16]=[CH:15]1. The product is [O:18]=[C:17]1[CH:16]=[CH:15][C:14](=[O:19])[N:6]1[C:5]1[CH:7]=[CH:8][C:9]([C:10]#[N:11])=[C:3]([C:2]([F:12])([F:13])[F:1])[CH:4]=1. The catalyst is C(O)(=O)C. The yield is 0.610.